Dataset: Forward reaction prediction with 1.9M reactions from USPTO patents (1976-2016). Task: Predict the product of the given reaction. (1) Given the reactants Cl[C:2]1[N:7]=[C:6]([C:8]([NH:10][CH:11]2[CH2:13][CH2:12]2)=[O:9])[CH:5]=[CH:4][C:3]=1[OH:14].[CH:15]1(B(O)O)[CH2:17][CH2:16]1.C([O-])([O-])=O.[K+].[K+], predict the reaction product. The product is: [CH:11]1([NH:10][C:8](=[O:9])[C:6]2[CH:5]=[CH:4][C:3]([OH:14])=[C:2]([CH:15]3[CH2:17][CH2:16]3)[N:7]=2)[CH2:13][CH2:12]1. (2) Given the reactants [NH:1]1[CH2:5][CH2:4][CH2:3][C:2]1=[O:6].Br[C:8]1[N:13]=[CH:12][C:11]([C:14]([N:16]2[CH2:21][CH2:20][N:19]([C:22]3[C:27]([CH:28]4[CH2:30][CH2:29]4)=[CH:26][C:25]([CH:31]4[CH2:33][CH2:32]4)=[CH:24][N:23]=3)[CH2:18][CH2:17]2)=[O:15])=[CH:10][CH:9]=1, predict the reaction product. The product is: [CH:28]1([C:27]2[C:22]([N:19]3[CH2:18][CH2:17][N:16]([C:14]([C:11]4[CH:10]=[CH:9][C:8]([N:1]5[CH2:5][CH2:4][CH2:3][C:2]5=[O:6])=[N:13][CH:12]=4)=[O:15])[CH2:21][CH2:20]3)=[N:23][CH:24]=[C:25]([CH:31]3[CH2:33][CH2:32]3)[CH:26]=2)[CH2:29][CH2:30]1. (3) The product is: [CH2:18]([N:20]([CH2:24][CH3:25])[CH2:21][C:22]#[C:23][C:2]1[CH:3]=[CH:4][C:5]2[C:9]3[CH:10]=[CH:11][C:12]([C:33]#[C:27][CH2:26][N:28]([CH2:31][CH3:32])[CH2:29][CH3:30])=[CH:13][C:8]=3[S:7](=[O:16])(=[O:15])[C:6]=2[CH:17]=1)[CH3:19]. Given the reactants Br[C:2]1[CH:3]=[CH:4][C:5]2[C:9]3[CH:10]=[CH:11][C:12](Br)=[CH:13][C:8]=3[S:7](=[O:16])(=[O:15])[C:6]=2[CH:17]=1.[CH2:18]([N:20]([CH2:24][CH3:25])[CH2:21][C:22]#[CH:23])[CH3:19].[CH2:26]([N:28]([CH2:31][CH3:32])[CH2:29][CH3:30])[CH3:27].[CH3:33]N(C=O)C, predict the reaction product. (4) Given the reactants [CH3:1][CH:2]1[CH2:7][N:6]([C:8]([O:10][C:11]([CH3:14])([CH3:13])[CH3:12])=[O:9])[CH2:5][CH2:4][NH:3]1.CS(C)=O.[F:19][C:20]1[CH:21]=[C:22]([N+:27]([O-:29])=[O:28])[CH:23]=[CH:24][C:25]=1F.C(=O)([O-])[O-].[K+].[K+], predict the reaction product. The product is: [F:19][C:20]1[CH:21]=[C:22]([N+:27]([O-:29])=[O:28])[CH:23]=[CH:24][C:25]=1[N:3]1[CH2:4][CH2:5][N:6]([C:8]([O:10][C:11]([CH3:13])([CH3:12])[CH3:14])=[O:9])[CH2:7][CH:2]1[CH3:1]. (5) Given the reactants [F:1][C:2]1[CH:3]=[CH:4][C:5]([OH:28])=[C:6]([C:8]2[CH:13]=[CH:12][CH:11]=[C:10]([S:14]([NH:17][C:18]3[CH:26]=[CH:25][C:21]([C:22]([OH:24])=[O:23])=[C:20]([OH:27])[CH:19]=3)(=[O:16])=[O:15])[CH:9]=2)[CH:7]=1.O[CH:30]1[CH2:34][CH2:33][O:32][CH2:31]1, predict the reaction product. The product is: [F:1][C:2]1[CH:3]=[CH:4][C:5]([OH:28])=[C:6]([C:8]2[CH:13]=[CH:12][CH:11]=[C:10]([S:14]([NH:17][C:18]3[CH:26]=[CH:25][C:21]([C:22]([O:24][CH:30]4[CH2:34][CH2:33][O:32][CH2:31]4)=[O:23])=[C:20]([OH:27])[CH:19]=3)(=[O:15])=[O:16])[CH:9]=2)[CH:7]=1. (6) Given the reactants COC1C=CC(C[O:8][C:9]2[CH:14]=[CH:13][C:12]([N:15]([CH3:26])[C:16]3[N:21]=[CH:20][C:19]4[N:22]=[CH:23][N:24]([CH3:25])[C:18]=4[CH:17]=3)=[C:11]([CH3:27])[CH:10]=2)=CC=1.FC(F)(F)C(O)=O, predict the reaction product. The product is: [CH3:27][C:11]1[CH:10]=[C:9]([OH:8])[CH:14]=[CH:13][C:12]=1[N:15]([CH3:26])[C:16]1[N:21]=[CH:20][C:19]2[N:22]=[CH:23][N:24]([CH3:25])[C:18]=2[CH:17]=1. (7) Given the reactants [C:1]1([C:7]2[O:11][C:10]([C:12]([F:15])([F:14])[F:13])=[C:9]([C:16]([OH:18])=O)[CH:8]=2)[CH:6]=[CH:5][CH:4]=[CH:3][CH:2]=1.C[NH:20][C:21]1[CH:22]=[N:23][C:24]([N:27]2[CH2:32][CH2:31][O:30][CH2:29][CH2:28]2)=[CH:25][CH:26]=1, predict the reaction product. The product is: [N:27]1([C:24]2[N:23]=[CH:22][C:21]([NH:20][C:16]([C:9]3[CH:8]=[C:7]([C:1]4[CH:2]=[CH:3][CH:4]=[CH:5][CH:6]=4)[O:11][C:10]=3[C:12]([F:13])([F:14])[F:15])=[O:18])=[CH:26][CH:25]=2)[CH2:32][CH2:31][O:30][CH2:29][CH2:28]1. (8) Given the reactants [Br:1][C:2]1[C:3]([C:8]([F:11])([F:10])[F:9])=[N:4][NH:5][C:6]=1[CH3:7].C([O-])([O-])=O.[K+].[K+].Cl[CH2:19][C:20]([N:22]1[CH2:27][CH2:26][N:25]([C:28]2[CH:33]=[CH:32][C:31]([Cl:34])=[CH:30][CH:29]=2)[CH2:24][CH2:23]1)=[O:21].CN(C=O)C, predict the reaction product. The product is: [Cl:34][C:31]1[CH:30]=[CH:29][C:28]([N:25]2[CH2:24][CH2:23][N:22]([C:20](=[O:21])[CH2:19][N:5]3[C:6]([CH3:7])=[C:2]([Br:1])[C:3]([C:8]([F:9])([F:11])[F:10])=[N:4]3)[CH2:27][CH2:26]2)=[CH:33][CH:32]=1. (9) The product is: [CH3:19][N:14]1[CH:13]([CH2:12][C:11]2[CH:20]=[CH:21][C:8]([O:7][C:23]3[CH:30]=[CH:29][C:26]([CH:27]=[O:28])=[CH:25][CH:24]=3)=[CH:9][CH:10]=2)[CH2:17][O:16][C:15]1=[O:18]. Given the reactants C(=O)([O-])[O-].[K+].[K+].[OH:7][C:8]1[CH:21]=[CH:20][C:11]([CH2:12][CH:13]2[CH2:17][O:16][C:15](=[O:18])[N:14]2[CH3:19])=[CH:10][CH:9]=1.F[C:23]1[CH:30]=[CH:29][C:26]([CH:27]=[O:28])=[CH:25][CH:24]=1, predict the reaction product.